Dataset: Experimentally validated miRNA-target interactions with 360,000+ pairs, plus equal number of negative samples. Task: Binary Classification. Given a miRNA mature sequence and a target amino acid sequence, predict their likelihood of interaction. (1) The miRNA is hsa-miR-766-3p with sequence ACUCCAGCCCCACAGCCUCAGC. The protein sequence of the target gene is MLKCIPLWRCNRHVESVDKRHCSLQAVPEEIYRYSRSLEELLLDANQLRELPKPFFRLLNLRKLGLSDNEIQRLPPEVANFMQLVELDVSRNDIPEIPESIKFCKALEIADFSGNPLSRLPDGFTQLRSLAHLALNDVSLQALPGDVGNLANLVTLELRENLLKSLPASLSFLVKLEQLDLGGNDLEVLPDTLGALPNLRELWLDRNQLSALPPELGNLRRLVCLDVSENRLEELPAELGGLVLLTDLLLSQNLLRRLPDGIGQLKQLSILKVDQNRLCEVTEAIGDCENLSELILTENL.... Result: 1 (interaction). (2) The miRNA is hsa-miR-6839-3p with sequence UUGGGUUUUCUCUUCAAUCCAG. The protein sequence of the target gene is MMLSEQAQKWFPTHVQVTVLQAKDLKPKGKSGTNDTYTIIQLGKEKYSTSVAEKTLEPVWKEEASFELPGLLIQGSPEKYILFLIVMHRSLVGLDKFLGQVAINLNDIFEDKQRRKTEWFRLESKQGKRIKNRGEIKVNIQFMRNNMTASMFDLSMKDKTRSPFAKLKDKMKGRKNDGTFSDTSSAIIPSTHMPDANSEFSSGEIQMKSKPKKPFLLGPQRLSSAHSMSDLSGSHMSSEKLKAGTIGQTHLLGHQLDSFGTVPESGSLKSPHRRTLSFDTSKMNQPDSIVDEGELCFGRQ.... Result: 0 (no interaction). (3) The miRNA is hsa-miR-1275 with sequence GUGGGGGAGAGGCUGUC. The protein sequence of the target gene is MMAQSKANGSHYALTAIGLGMLVLGVIMAMWNLVPGFSAAEKPTAQGSNKTEVGGGILKSKTFSVAYVLVGAGVMLLLLSICLSIRDKRKQRQGEDLAHVQHPTGAGPHAQEEDSQEEEEEDEEAASRYYVPSYEEVMNTNYSEARGEEQNPRLSISLPSYESLTGLDETTPTSTRADVEASPGNPPDRQNSKLAKRLKPLKVRRIKSEKLHLKDFRINLPDKNVPPPSIEPLTPPPQYDEVQEKAPDTRPPD. Result: 1 (interaction).